Dataset: Reaction yield outcomes from USPTO patents with 853,638 reactions. Task: Predict the reaction yield, written as a fraction of the theoretical maximum amount of product (1.0 means a 100% yield; for example, 0.34 means a 34% yield). (1) The reactants are Cl[C:2]1[N:7]2[N:8]=[CH:9][C:10]([C:11]([O:13][CH2:14][CH3:15])=[O:12])=[C:6]2[N:5]=[CH:4][C:3]=1[C:16]([N:18]1[CH2:23][CH2:22][C:21]2([C:31]3[C:26](=[CH:27][CH:28]=[CH:29][CH:30]=3)[CH:25]=[CH:24]2)[CH2:20][CH2:19]1)=[O:17].[F:32][C:33]1[CH:39]=[CH:38][C:37]([CH3:40])=[CH:36][C:34]=1[NH2:35]. No catalyst specified. The product is [CH2:14]([O:13][C:11]([C:10]1[CH:9]=[N:8][N:7]2[C:2]([NH:35][C:34]3[CH:36]=[C:37]([CH3:40])[CH:38]=[CH:39][C:33]=3[F:32])=[C:3]([C:16]([N:18]3[CH2:23][CH2:22][C:21]4([C:31]5[C:26](=[CH:27][CH:28]=[CH:29][CH:30]=5)[CH:25]=[CH:24]4)[CH2:20][CH2:19]3)=[O:17])[CH:4]=[N:5][C:6]=12)=[O:12])[CH3:15]. The yield is 0.870. (2) The reactants are [F:1][CH:2]([F:19])[C:3](=O)[CH2:4][C:5]([C:7]1[CH:12]=[CH:11][C:10]([C:13]([F:16])([F:15])[F:14])=[C:9]([CH3:17])[CH:8]=1)=O.[NH2:20][C:21]1[C:25]([C:26]2[CH:31]=[CH:30][N:29]=[C:28]([CH3:32])[CH:27]=2)=[CH:24][NH:23][N:22]=1. No catalyst specified. The product is [F:1][CH:2]([F:19])[C:3]1[N:22]2[N:23]=[CH:24][C:25]([C:26]3[CH:31]=[CH:30][N:29]=[C:28]([CH3:32])[CH:27]=3)=[C:21]2[N:20]=[C:5]([C:7]2[CH:12]=[CH:11][C:10]([C:13]([F:16])([F:15])[F:14])=[C:9]([CH3:17])[CH:8]=2)[CH:4]=1. The yield is 0.780. (3) The catalyst is C(#N)C. The product is [Cl:1][C:2]1[CH:9]=[C:8]([F:10])[CH:7]=[CH:6][C:3]=1[CH2:4][NH:5][C:12]1[S:11][CH2:17][C:15](=[O:16])[N:14]=1. The yield is 0.165. The reactants are [Cl:1][C:2]1[CH:9]=[C:8]([F:10])[CH:7]=[CH:6][C:3]=1[CH2:4][NH2:5].[S:11]1[CH2:17][C:15](=[O:16])[NH:14][C:12]1=S.CCN(C(C)C)C(C)C. (4) The reactants are Br[C:2]1[CH:7]=[CH:6][CH:5]=[CH:4][C:3]=1[O:8][C:9]1[CH:14]=[CH:13][CH:12]=[CH:11][CH:10]=1.[Li]CCCC.[CH3:20][C:21]1[CH:26]=[CH:25][C:24]([S:27]([O:30][CH2:31][C:32]2([CH2:53]OS(C3C=CC(C)=CC=3)(=O)=O)[CH2:37][CH2:36][C:35](C3C=C(OC4CCCCO4)C=C(F)C=3)([OH:38])[CH2:34][CH2:33]2)(=[O:29])=[O:28])=[CH:23][CH:22]=1.[OH-].[Na+]. The catalyst is C1COCC1.CCCCCC.O. The product is [CH3:20][C:21]1[CH:26]=[CH:25][C:24]([S:27]([O:30][CH2:31][C:32]23[CH2:37][CH2:36][C:35]([C:2]4[CH:7]=[CH:6][CH:5]=[CH:4][C:3]=4[O:8][C:9]4[CH:14]=[CH:13][CH:12]=[CH:11][CH:10]=4)([CH2:34][CH2:33]2)[O:38][CH2:53]3)(=[O:29])=[O:28])=[CH:23][CH:22]=1. The yield is 0.440. (5) The reactants are [CH3:1][C@:2]12[CH2:19][CH2:18][C@H:17]3[C@@H:7]([CH2:8][CH2:9][C@@H:10]4[C@:15]3([CH3:16])[CH2:14][CH:13]=[CH:12][CH2:11]4)[C@@H:6]1[CH2:5][CH2:4][C:3]2=[O:20].[CH3:21][Mg]Br.O. The catalyst is C1COCC1.C(OCC)(=O)C. The product is [CH3:21][C@@:3]1([OH:20])[CH2:4][CH2:5][C@H:6]2[C@H:7]3[C@H:17]([CH2:18][CH2:19][C@:2]12[CH3:1])[C@:15]1([CH3:16])[CH:10]([CH2:11][CH:12]=[CH:13][CH2:14]1)[CH2:9][CH2:8]3. The yield is 0.390. (6) The reactants are [C:1]([OH:9])(=O)[C:2]1[CH:7]=[CH:6][CH:5]=[CH:4][CH:3]=1.CN(C(ON1N=NC2C=CC=CC1=2)=[N+](C)C)C.[B-](F)(F)(F)F.C1C=CC2N(O)N=NC=2C=1.CCN(C(C)C)C(C)C.O[NH:52][C:53]([C:55]1[CH:86]=[CH:85][C:58]([CH2:59][N:60]([CH:74]2[CH2:79][CH2:78][N:77]([CH2:80][CH2:81][CH:82]([CH3:84])[CH3:83])[CH2:76][CH2:75]2)[C:61](=[O:73])[C:62]2[CH:67]=[CH:66][C:65]([CH2:68][CH2:69][CH2:70][CH2:71][CH3:72])=[CH:64][CH:63]=2)=[CH:57][CH:56]=1)=[NH:54]. The catalyst is CN(C=O)C. The product is [CH3:84][CH:82]([CH3:83])[CH2:81][CH2:80][N:77]1[CH2:76][CH2:75][CH:74]([N:60]([CH2:59][C:58]2[CH:85]=[CH:86][C:55]([C:53]3[N:54]=[C:1]([C:2]4[CH:3]=[CH:4][CH:5]=[CH:6][CH:7]=4)[O:9][N:52]=3)=[CH:56][CH:57]=2)[C:61](=[O:73])[C:62]2[CH:67]=[CH:66][C:65]([CH2:68][CH2:69][CH2:70][CH2:71][CH3:72])=[CH:64][CH:63]=2)[CH2:79][CH2:78]1. The yield is 0.110. (7) The reactants are [CH:1]1([C:4]2[N:9]=[C:8]([CH:10]=[O:11])[CH:7]=[CH:6][CH:5]=2)[CH2:3][CH2:2]1.[BH4-].[Na+]. The catalyst is CO. The product is [CH:1]1([C:4]2[N:9]=[C:8]([CH2:10][OH:11])[CH:7]=[CH:6][CH:5]=2)[CH2:3][CH2:2]1. The yield is 0.620.